Predict the product of the given reaction. From a dataset of Forward reaction prediction with 1.9M reactions from USPTO patents (1976-2016). (1) Given the reactants [ClH:1].C([O:9][N:10]1[CH2:15][CH2:14][CH2:13][CH2:12][C:11]1=[NH:16])C1C=CC=CC=1, predict the reaction product. The product is: [ClH:1].[NH:16]=[C:11]1[CH2:12][CH2:13][CH2:14][CH2:15][N:10]1[OH:9]. (2) Given the reactants [CH2:1]([O:3][CH:4]([O:8][CH2:9][CH3:10])[C@@H:5]([NH2:7])[CH3:6])[CH3:2].Br[CH2:12][C:13]1[C:18]2[N:19]=[C:20]([N:22](C(OC(C)(C)C)=O)[C:23]([O:25][C:26]([CH3:29])([CH3:28])[CH3:27])=[O:24])[S:21][C:17]=2[CH:16]=[CH:15][CH:14]=1.C(=O)([O-])[O-].[K+].[K+], predict the reaction product. The product is: [CH2:1]([O:3][CH:4]([O:8][CH2:9][CH3:10])[C@@H:5]([NH:7][CH2:12][C:13]1[C:18]2[N:19]=[C:20]([NH:22][C:23](=[O:24])[O:25][C:26]([CH3:28])([CH3:27])[CH3:29])[S:21][C:17]=2[CH:16]=[CH:15][CH:14]=1)[CH3:6])[CH3:2]. (3) Given the reactants C([O:5][C:6](=O)[CH:7]([CH:15]([C:19]1[CH:28]=[CH:27][C:22]([C:23]([O:25][CH3:26])=[O:24])=[CH:21][CH:20]=1)[CH2:16][CH2:17][CH3:18])[C:8]1[CH:13]=[CH:12][C:11]([Cl:14])=[CH:10][CH:9]=1)(C)(C)C, predict the reaction product. The product is: [Cl:14][C:11]1[CH:10]=[CH:9][C:8]([CH:7]([CH:15]([C:19]2[CH:20]=[CH:21][C:22]([C:23]([O:25][CH3:26])=[O:24])=[CH:27][CH:28]=2)[CH2:16][CH2:17][CH3:18])[CH2:6][OH:5])=[CH:13][CH:12]=1. (4) Given the reactants Cl[C:2]1[N:10]=[C:9]2[C:5]([N:6]([CH2:11][C@H:12]3[CH2:17][CH2:16][C@H:15]([C:18]([F:21])([F:20])[F:19])[CH2:14][CH2:13]3)[CH:7]=[N:8]2)=[C:4]([NH:22][C@@H:23]([CH:25]2[CH2:28][CH2:27][CH2:26]2)[CH3:24])[N:3]=1.C[C:30]([N:32](C)C)=O, predict the reaction product. The product is: [CH:25]1([C@H:23]([NH:22][C:4]2[N:3]=[C:2]([C:30]#[N:32])[N:10]=[C:9]3[C:5]=2[N:6]([CH2:11][C@H:12]2[CH2:17][CH2:16][C@H:15]([C:18]([F:19])([F:21])[F:20])[CH2:14][CH2:13]2)[CH:7]=[N:8]3)[CH3:24])[CH2:28][CH2:27][CH2:26]1. (5) Given the reactants C[C:2]1[C:14]2[CH2:13][C:12]3[C:7](=CC=CC=3)[C:6]=2[CH:5]=[CH:4][CH:3]=1, predict the reaction product. The product is: [CH2:13]1[C:14]2[C:6](=[CH:5][CH:4]=[CH:3][CH:2]=2)[CH2:7][CH2:12]1. (6) Given the reactants [CH3:1][C:2]1[O:6][N:5]=[CH:4][C:3]=1[C:7]([OH:9])=O.C1(P(C2C=CC=CC=2)C2C=CC=CC=2)C=CC=CC=1.ClN1C(=O)CCC1=O.[CH:37]1([CH2:40][N:41]2[C:49]3[N:48]=[C:47]([CH2:50][C:51]4[CH:56]=[CH:55][C:54]([NH:57][CH3:58])=[CH:53][CH:52]=4)[NH:46][C:45]=3[C:44](=[O:59])[N:43]([CH2:60][C:61]3[CH:66]=[CH:65][CH:64]=[CH:63][C:62]=3[F:67])[C:42]2=[O:68])[CH2:39][CH2:38]1, predict the reaction product. The product is: [CH:37]1([CH2:40][N:41]2[C:49]3[N:48]=[C:47]([CH2:50][C:51]4[CH:52]=[CH:53][C:54]([N:57]([CH3:58])[C:7]([C:3]5[CH:4]=[N:5][O:6][C:2]=5[CH3:1])=[O:9])=[CH:55][CH:56]=4)[NH:46][C:45]=3[C:44](=[O:59])[N:43]([CH2:60][C:61]3[CH:66]=[CH:65][CH:64]=[CH:63][C:62]=3[F:67])[C:42]2=[O:68])[CH2:39][CH2:38]1.